Dataset: Catalyst prediction with 721,799 reactions and 888 catalyst types from USPTO. Task: Predict which catalyst facilitates the given reaction. (1) Product: [Cl:1][C:2]1[CH:11]=[C:10]2[C:5]([N:6]=[C:7]([C:15]3[CH2:20][CH2:19][NH:18][CH2:17][CH:16]=3)[C:8]3[N:9]2[CH:12]=[N:13][N:14]=3)=[CH:4][CH:3]=1. Reactant: [Cl:1][C:2]1[CH:11]=[C:10]2[C:5]([N:6]=[C:7]([C:15]3[CH2:20][CH2:19][N:18](C(OC(C)(C)C)=O)[CH2:17][CH:16]=3)[C:8]3[N:9]2[CH:12]=[N:13][N:14]=3)=[CH:4][CH:3]=1.C(Cl)Cl.FC(F)(F)C(O)=O. The catalyst class is: 100. (2) Reactant: C([O:3][C:4]([C:6]1[C:15](=[O:16])[C:14]2[C:9](=[N:10][C:11]([CH3:18])=[C:12]([CH3:17])[CH:13]=2)[N:8]([CH2:19][C:20]2[CH:25]=[CH:24][CH:23]=[C:22]([CH3:26])[N:21]=2)[CH:7]=1)=[O:5])C.[OH-].[Li+].O. Product: [CH3:17][C:12]1[CH:13]=[C:14]2[C:9](=[N:10][C:11]=1[CH3:18])[N:8]([CH2:19][C:20]1[CH:25]=[CH:24][CH:23]=[C:22]([CH3:26])[N:21]=1)[CH:7]=[C:6]([C:4]([OH:5])=[O:3])[C:15]2=[O:16]. The catalyst class is: 5. (3) Reactant: [CH2:1]([CH:3]([C:9](OCC)=O)[C:4]([O:6]CC)=[O:5])[CH3:2].[OH-].[K+].[C:16]([CH:21]([CH2:25][CH3:26])[C:22](O)=O)([O:18]CC)=[O:17].C(NCC)C.C=O.S(=O)(=O)(O)O. The catalyst class is: 8. Product: [CH2:1]([C:3](=[CH2:9])[C:4]([OH:6])=[O:5])[CH3:2].[CH2:25]([C:21](=[CH2:22])[C:16]([O-:18])=[O:17])[CH3:26]. (4) Reactant: [Br:1][C:2]1[C:13]2[C:5](=[CH:6][C:7]([C:16]3[CH:21]=[CH:20][CH:19]=[CH:18][C:17]=3[Cl:22])=[C:8]3[C:12]=2[C:11](=[O:14])[NH:10][C:9]3=[O:15])[N:4]([CH2:23][CH2:24][CH2:25][OH:26])[C:3]=1[CH:27]=[O:28].S(C)C. Product: [Br:1][C:2]1[C:13]2[C:5](=[CH:6][C:7]([C:16]3[CH:21]=[CH:20][CH:19]=[CH:18][C:17]=3[Cl:22])=[C:8]3[C:12]=2[C:11](=[O:14])[NH:10][C:9]3=[O:15])[N:4]([CH2:23][CH2:24][CH2:25][OH:26])[C:3]=1[CH2:27][OH:28]. The catalyst class is: 1. (5) Reactant: [C:1]([O:5][C:6]([NH:8][CH2:9][CH2:10][C@H:11]([C:13]1[CH:14]=[C:15]([CH:31]=[CH:32][CH:33]=1)[O:16][CH2:17][CH:18]1[CH2:23][CH2:22][N:21]([C:24](OC(C)(C)C)=O)[CH2:20][CH2:19]1)[OH:12])=[O:7])([CH3:4])([CH3:3])[CH3:2].[H-].[H-].[H-].[H-].[Li+].[Al+3]. Product: [OH:12][C@@H:11]([C:13]1[CH:33]=[CH:32][CH:31]=[C:15]([O:16][CH2:17][CH:18]2[CH2:19][CH2:20][N:21]([CH3:24])[CH2:22][CH2:23]2)[CH:14]=1)[CH2:10][CH2:9][NH:8][C:6](=[O:7])[O:5][C:1]([CH3:3])([CH3:2])[CH3:4]. The catalyst class is: 1. (6) Reactant: [NH2:1][C@@H:2]1[CH2:7][CH2:6][CH2:5][CH2:4][C@H:3]1[C:8](O)=[O:9].[H-].[H-].[H-].[H-].[Li+].[Al+3].[OH-].[Na+].[O-]S([O-])(=O)=O.[Mg+2]. Product: [NH2:1][C@@H:2]1[CH2:7][CH2:6][CH2:5][CH2:4][C@H:3]1[CH2:8][OH:9]. The catalyst class is: 20. (7) Reactant: Cl[C:2]([O:4][CH2:5][C:6]1[CH:11]=[CH:10][CH:9]=[CH:8][CH:7]=1)=[O:3].[NH2:12][CH2:13][C@H:14]1[CH2:19][CH2:18][C@H:17]([C:20]([OH:22])=[O:21])[CH2:16][CH2:15]1.[OH-].[Na+].Cl. Product: [CH2:5]([O:4][C:2]([NH:12][CH2:13][C@H:14]1[CH2:15][CH2:16][C@H:17]([C:20]([OH:22])=[O:21])[CH2:18][CH2:19]1)=[O:3])[C:6]1[CH:11]=[CH:10][CH:9]=[CH:8][CH:7]=1. The catalyst class is: 12. (8) Reactant: [CH:1]1([CH:7]([NH:24][C:25]2[CH:30]=[CH:29][C:28]([C:31]([N:33]([CH3:41])[CH2:34][CH2:35][C:36]([O:38]CC)=[O:37])=[O:32])=[CH:27][CH:26]=2)[C:8]2[O:9][C:10]3[CH:17]=[CH:16][C:15]([O:18][CH2:19][CH2:20][CH2:21][S:22][CH3:23])=[CH:14][C:11]=3[C:12]=2[CH3:13])[CH2:6][CH2:5][CH2:4][CH2:3][CH2:2]1.[OH-].[Na+]. Product: [CH:1]1([CH:7]([NH:24][C:25]2[CH:30]=[CH:29][C:28]([C:31]([N:33]([CH3:41])[CH2:34][CH2:35][C:36]([OH:38])=[O:37])=[O:32])=[CH:27][CH:26]=2)[C:8]2[O:9][C:10]3[CH:17]=[CH:16][C:15]([O:18][CH2:19][CH2:20][CH2:21][S:22][CH3:23])=[CH:14][C:11]=3[C:12]=2[CH3:13])[CH2:6][CH2:5][CH2:4][CH2:3][CH2:2]1. The catalyst class is: 8. (9) Reactant: [N+:1]([C:4]1[CH:19]=[CH:18][C:7]2[O:8][CH2:9][C:10]3([C:13]4[N:14]([N:15]=[N:16][N:17]=4)[C:6]=2[CH:5]=1)[CH2:12][O:11]3)([O-])=O. Product: [NH2:1][C:4]1[CH:19]=[CH:18][C:7]2[O:8][CH2:9][C:10]([CH3:12])([OH:11])[C:13]3[N:14]([N:15]=[N:16][N:17]=3)[C:6]=2[CH:5]=1. The catalyst class is: 320. (10) Reactant: Cl[C:2]1[NH:7][C:6]2[CH:8]=[C:9]([Cl:11])[S:10][C:5]=2[S:4](=[O:13])(=[O:12])[N:3]=1.[CH3:14][C:15]([NH2:22])([CH3:21])[CH2:16][C:17]([CH3:20])([CH3:19])[CH3:18].Cl. Product: [Cl:11][C:9]1[S:10][C:5]2[S:4](=[O:13])(=[O:12])[N:3]=[C:2]([NH:22][C:15]([CH3:21])([CH3:14])[CH2:16][C:17]([CH3:20])([CH3:19])[CH3:18])[NH:7][C:6]=2[CH:8]=1. The catalyst class is: 6.